The task is: Predict the reaction yield, written as a fraction of the theoretical maximum amount of product (1.0 means a 100% yield; for example, 0.34 means a 34% yield).. This data is from Reaction yield outcomes from USPTO patents with 853,638 reactions. (1) The reactants are [NH2:1][CH2:2][CH2:3][CH2:4][OH:5].C(N(CC)CC)C.Cl[C:14]([O:16][CH2:17][C:18]1[CH:23]=[CH:22][C:21]([N+:24]([O-:26])=[O:25])=[CH:20][CH:19]=1)=[O:15]. The catalyst is C1COCC1. The product is [N+:24]([C:21]1[CH:20]=[CH:19][C:18]([CH2:17][O:16][C:14]([NH:1][CH2:2][CH2:3][CH2:4][OH:5])=[O:15])=[CH:23][CH:22]=1)([O-:26])=[O:25]. The yield is 0.340. (2) The reactants are [NH2:1][C:2]1[N:3]=[CH:4][C:5]([C:17]2[N:21]([CH2:22][CH3:23])[N:20]=[C:19]([CH:24]3[CH2:29][CH2:28][N:27]([C:30]([C@@H:32]4[CH2:36][O:35]C(C)(C)[O:33]4)=[O:31])[CH2:26][CH2:25]3)[N:18]=2)=[N:6][C:7]=1[C:8]1[O:9][C:10]([C:13]([CH3:16])([CH3:15])[CH3:14])=[N:11][N:12]=1.C(O)(C(F)(F)F)=O. The catalyst is C(Cl)Cl. The product is [NH2:1][C:2]1[N:3]=[CH:4][C:5]([C:17]2[N:21]([CH2:22][CH3:23])[N:20]=[C:19]([CH:24]3[CH2:29][CH2:28][N:27]([C:30](=[O:31])[C@@H:32]([OH:33])[CH2:36][OH:35])[CH2:26][CH2:25]3)[N:18]=2)=[N:6][C:7]=1[C:8]1[O:9][C:10]([C:13]([CH3:15])([CH3:16])[CH3:14])=[N:11][N:12]=1. The yield is 0.480. (3) The reactants are F[C:2]1[CH:7]=[C:6]([N+:8]([O-:10])=[O:9])[CH:5]=[C:4]([S:11]([CH3:14])(=[O:13])=[O:12])[CH:3]=1.[NH:15]1[CH2:20][CH2:19][O:18][CH2:17][CH2:16]1.O. The catalyst is CS(C)=O. The product is [CH3:14][S:11]([C:4]1[CH:3]=[C:2]([N:15]2[CH2:20][CH2:19][O:18][CH2:17][CH2:16]2)[CH:7]=[C:6]([N+:8]([O-:10])=[O:9])[CH:5]=1)(=[O:13])=[O:12]. The yield is 0.670. (4) The reactants are [F:1][C:2]1[C:3]([S:13][CH:14]([CH3:16])[CH3:15])=[C:4]([CH:7]=[C:8]([N+:10]([O-:12])=[O:11])[CH:9]=1)[CH:5]=O.[CH3:17][NH2:18].[BH4-].[Na+].[CH3:21][C:22]([O:25][C:26]([O:28]C(OC(C)(C)C)=O)=O)([CH3:24])[CH3:23]. The catalyst is CO. The product is [F:1][C:2]1[C:3]([S:13][CH:14]([CH3:16])[CH3:15])=[C:4]([CH:7]=[C:8]([N+:10]([O-:12])=[O:11])[CH:9]=1)[CH2:5][N:18]([CH3:17])[C:26](=[O:28])[O:25][C:22]([CH3:24])([CH3:23])[CH3:21]. The yield is 0.920. (5) The product is [CH:15]([CH:11]1[C:12](=[O:14])[C:13]2[C:4]3[O:3][C:2]([CH3:1])=[N:6][C:5]=3[CH:7]=[CH:8][C:9]=2[CH2:10]1)([CH3:17])[CH3:16]. The reactants are [CH3:1][C:2]1[O:3][C:4]2[C:13]3[C:12](=[O:14])[C:11](=[C:15]([CH3:17])[CH3:16])[CH2:10][C:9]=3[CH:8]=[CH:7][C:5]=2[N:6]=1. The yield is 0.970. The catalyst is CO.C(OCC)(=O)C.[C].[Pd].